From a dataset of Full USPTO retrosynthesis dataset with 1.9M reactions from patents (1976-2016). Predict the reactants needed to synthesize the given product. (1) The reactants are: [Cl:1][C:2]1[CH:7]=[CH:6][CH:5]=[CH:4][C:3]=1B(O)O.[C:11]([C:15]1[CH:20]=[CH:19][C:18]([NH:21][C:22]([C:24]2[CH:29]=[CH:28][C:27](Br)=[CH:26][N:25]=2)=[O:23])=[CH:17][CH:16]=1)([CH3:14])([CH3:13])[CH3:12].C([O-])([O-])=O.[Na+].[Na+]. Given the product [C:11]([C:15]1[CH:20]=[CH:19][C:18]([NH:21][C:22]([C:24]2[CH:29]=[CH:28][C:27]([C:3]3[CH:4]=[CH:5][CH:6]=[CH:7][C:2]=3[Cl:1])=[CH:26][N:25]=2)=[O:23])=[CH:17][CH:16]=1)([CH3:14])([CH3:12])[CH3:13], predict the reactants needed to synthesize it. (2) Given the product [F:1][C:2]1[CH:3]=[C:4]2[C:8](=[CH:9][CH:10]=1)[N:7]([C:13]([O:15][C:16]([CH3:19])([CH3:18])[CH3:17])=[O:14])[CH:6]=[C:5]2[CH:11]=[O:12].[F:1][C:2]1[CH:3]=[C:4]2[C:8](=[CH:9][CH:10]=1)[NH:7][CH:6]=[C:5]2[C:11](=[O:12])[CH:28]([NH:30][C:6]1[CH:5]=[CH:11][CH:26]=[C:24]([O:23][CH3:21])[CH:27]=1)[C:29]1[CH:4]=[CH:3][CH:2]=[CH:10][CH:9]=1, predict the reactants needed to synthesize it. The reactants are: [F:1][C:2]1[CH:3]=[C:4]2[C:8](=[CH:9][CH:10]=1)[NH:7][CH:6]=[C:5]2[CH:11]=[O:12].[C:13](O[C:21]([O:23][C:24]([CH3:27])([CH3:26])C)=O)([O:15][C:16]([CH3:19])([CH3:18])[CH3:17])=[O:14].[C:28](#[N:30])[CH3:29]. (3) The reactants are: [CH3:1][C@@H:2]([CH2:25][CH3:26])[C@H:3]([N:11]1[CH2:15][CH2:14][N:13]([CH2:16][C:17]2[CH:18]=[N:19][C:20]([CH3:23])=[CH:21][CH:22]=2)[C:12]1=[O:24])[C:4]([O:6]C(C)(C)C)=[O:5].FC(F)(F)C(O)=O. Given the product [CH3:1][C@@H:2]([CH2:25][CH3:26])[C@H:3]([N:11]1[CH2:15][CH2:14][N:13]([CH2:16][C:17]2[CH:18]=[N:19][C:20]([CH3:23])=[CH:21][CH:22]=2)[C:12]1=[O:24])[C:4]([OH:6])=[O:5], predict the reactants needed to synthesize it. (4) Given the product [F:1][C:2]1[CH:31]=[CH:30][CH:29]=[CH:28][C:3]=1[C:4]([NH:6][C:7](=[S:27])[NH:8][C:9]1[S:19][C:12]2[CH2:13][O:14][C:15]([CH3:17])([CH3:18])[CH2:16][C:11]=2[C:10]=1[C:20]([OH:22])=[O:21])=[O:5], predict the reactants needed to synthesize it. The reactants are: [F:1][C:2]1[CH:31]=[CH:30][CH:29]=[CH:28][C:3]=1[C:4]([NH:6][C:7](=[S:27])[NH:8][C:9]1[S:19][C:12]2[CH2:13][O:14][C:15]([CH3:18])([CH3:17])[CH2:16][C:11]=2[C:10]=1[C:20]([O:22]C(C)(C)C)=[O:21])=[O:5].FC(F)(F)C(O)=O. (5) Given the product [Cl:11][C:12]1[CH:13]=[CH:14][C:15]([CH2:18][C:25]([C:24]2([CH3:1])[CH2:22][CH2:23]2)=[O:21])=[N:16][CH:17]=1, predict the reactants needed to synthesize it. The reactants are: [CH3:1][Si]([N-][Si](C)(C)C)(C)C.[Li+].[Cl:11][C:12]1[CH:13]=[CH:14][C:15]([CH3:18])=[N:16][CH:17]=1.[Cl-].[NH4+].[O:21]1[CH2:25][CH2:24][CH2:23][CH2:22]1. (6) The reactants are: [F:1][C:2]1[CH:3]=[C:4]([NH:9][C:10]([C:12]2[N:13](CC3C=CC(OC)=CC=3)[C:14]3[C:19]([CH:20]=2)=[CH:18][C:17](B2OC(C)(C)C(C)(C)O2)=[CH:16][CH:15]=3)=[O:11])[CH:5]=[C:6]([F:8])[CH:7]=1.[CH:39]([N:42]1[CH2:47][CH:46]=[C:45](OS(C(F)(F)F)(=O)=O)[CH2:44][CH2:43]1)([CH3:41])[CH3:40]. Given the product [F:1][C:2]1[CH:3]=[C:4]([NH:9][C:10]([C:12]2[NH:13][C:14]3[C:19]([CH:20]=2)=[CH:18][C:17]([C:45]2[CH2:46][CH2:47][N:42]([CH:39]([CH3:41])[CH3:40])[CH2:43][CH:44]=2)=[CH:16][CH:15]=3)=[O:11])[CH:5]=[C:6]([F:8])[CH:7]=1, predict the reactants needed to synthesize it. (7) Given the product [N+:17]([C:22]1[CH:23]=[C:24]2[C:28]([CH2:27][CH2:26][CH2:25]2)=[CH:29][C:21]=1[NH:20][C:10](=[O:11])[CH3:12])([O-:16])=[O:1], predict the reactants needed to synthesize it. The reactants are: [OH:1]O.C(O[C:10]([C:12](F)(F)F)=[O:11])(C(F)(F)F)=O.[O-:16][N+:17]1[C:22]2[CH:23]=[C:24]3[C:28](=[CH:29][C:21]=2[N:20]=C(CCCO)N=1)[CH2:27][CH2:26][CH2:25]3.N. (8) Given the product [F:1][C:2]1[CH:3]=[CH:4][C:5]([CH2:8][O:15][C:17]2[CH:22]=[CH:21][N+:20]([O-:23])=[CH:19][CH:18]=2)=[N:6][CH:7]=1, predict the reactants needed to synthesize it. The reactants are: [F:1][C:2]1[CH:3]=[CH:4][C:5]([CH:8]([OH:15])C2C=CC=CC=2)=[N:6][CH:7]=1.Cl[C:17]1[CH:22]=[CH:21][N+:20]([O-:23])=[CH:19][CH:18]=1.